Task: Binary Classification. Given a drug SMILES string, predict its activity (active/inactive) in a high-throughput screening assay against a specified biological target.. Dataset: Choline transporter screen with 302,306 compounds (1) The molecule is S(=O)(=O)(NCC1CCC(CC1)C(=O)N(CC)CC)c1c2nsnc2ccc1. The result is 0 (inactive). (2) The drug is S(c1nc2c(c(c1)C)cccc2)CC(=O)c1cc2OCOc2cc1. The result is 0 (inactive). (3) The compound is Clc1ccc(S(=O)(=O)N2CCCN(CC2)c2sc3c(n2)ccc(Cl)c3)cc1. The result is 0 (inactive). (4) The drug is S(CC(=O)NCc1cc(ccc1)C(F)(F)F)CC(O)=O. The result is 0 (inactive). (5) The result is 0 (inactive). The molecule is O(C(=O)C=1C(n2[nH]nnc2=NC1C)c1c(OC)c(OC)c(OC)cc1)CCCC. (6) The molecule is S(=O)(=O)(c1c(OC(=O)C2CCCC2)n(nc1C)C(C)(C)C)c1ccc(cc1)C. The result is 0 (inactive).